This data is from Forward reaction prediction with 1.9M reactions from USPTO patents (1976-2016). The task is: Predict the product of the given reaction. (1) Given the reactants C[O:2][C:3](=[O:37])[CH2:4][C:5]1[CH:10]=[CH:9][C:8]([C:11]2[C:15]([C:16](=[O:29])NCCOC3C=CC(Cl)=CC=3Cl)=[C:14]([C:30]3[CH:35]=[CH:34][CH:33]=[CH:32][CH:31]=3)[O:13][N:12]=2)=[C:7]([Cl:36])[CH:6]=1.[Li+].[OH-:39].[ClH:40].[CH2:41]([Cl:43])Cl, predict the reaction product. The product is: [Cl:36][C:7]1[CH:6]=[C:5]([CH2:4][C:3]([OH:2])=[O:37])[CH:10]=[CH:9][C:8]=1[C:11]1[C:15]([C:16](=[O:29])[CH2:9][CH2:8][CH2:11][O:39][C:7]2[CH:6]=[CH:5][C:4]([Cl:40])=[CH:3][C:41]=2[Cl:43])=[C:14]([C:30]2[CH:31]=[CH:32][CH:33]=[CH:34][CH:35]=2)[O:13][N:12]=1. (2) Given the reactants [Br:1][C:2]1[CH:3]=[CH:4][C:5]([C:8]([OH:10])=O)=[N:6][CH:7]=1.CCN(C(C)C)C(C)C.CN(C(ON1N=NC2C=CC=CC1=2)=[N+](C)C)C.[B-](F)(F)(F)F.Cl.[NH2:43][C:44]([CH3:49])([CH3:48])[C:45]([NH2:47])=[O:46], predict the reaction product. The product is: [NH2:47][C:45](=[O:46])[C:44]([NH:43][C:8]([C:5]1[CH:4]=[CH:3][C:2]([Br:1])=[CH:7][N:6]=1)=[O:10])([CH3:49])[CH3:48]. (3) Given the reactants [P:1](=[O:5])([OH:4])([OH:3])[OH:2].[OH-].[Ca+2:7].[OH-], predict the reaction product. The product is: [P:1]([O-:5])([OH:4])([OH:3])=[O:2].[Ca+2:7].[P:1]([O-:5])([OH:4])([OH:3])=[O:2]. (4) Given the reactants [CH3:1][O:2][C:3]1[CH:4]=[C:5]2[C:10](=[CH:11][C:12]=1[O:13][CH2:14][CH:15]1[CH2:20][CH2:19][N:18]([CH3:21])[CH2:17][CH2:16]1)[N:9]=[CH:8][NH:7][C:6]2=O.CN(C=O)C.S(Cl)([Cl:30])=O, predict the reaction product. The product is: [Cl:30][C:6]1[C:5]2[C:10](=[CH:11][C:12]([O:13][CH2:14][CH:15]3[CH2:20][CH2:19][N:18]([CH3:21])[CH2:17][CH2:16]3)=[C:3]([O:2][CH3:1])[CH:4]=2)[N:9]=[CH:8][N:7]=1. (5) Given the reactants [CH3:1][S:2](Cl)(=[O:4])=[O:3].[NH:6]1[CH2:10][CH2:9][CH:8]([OH:11])[CH2:7]1.C(N(CC)CC)C, predict the reaction product. The product is: [CH3:1][S:2]([O:11][CH:8]1[CH2:9][CH2:10][N:6]([S:2]([CH3:1])(=[O:4])=[O:3])[CH2:7]1)(=[O:4])=[O:3]. (6) Given the reactants [C@@H:1]1([N:10]2[C:20]3[N:19]=[C:17]([NH2:18])[NH:16][C:14](=[O:15])[C:13]=3[N:12]=[CH:11]2)[O:9][C@H:6]([CH2:7]O)[C@@H:4]([OH:5])[C@H:2]1[OH:3].CN(C)P(=O)(N(C)C)N(C)C.S(Cl)([Cl:34])=O, predict the reaction product. The product is: [Cl:34][CH2:7][C@H:6]1[O:9][C@@H:1]([N:10]2[C:20]3[N:19]=[C:17]([NH2:18])[NH:16][C:14](=[O:15])[C:13]=3[N:12]=[CH:11]2)[C@H:2]([OH:3])[C@@H:4]1[OH:5].